Dataset: Forward reaction prediction with 1.9M reactions from USPTO patents (1976-2016). Task: Predict the product of the given reaction. The product is: [C:1]([C:5]1[CH:9]=[C:8]([NH:10][C:11]([NH:13][C:14]2[CH:19]=[CH:18][CH:17]=[CH:16][C:15]=2[F:20])=[O:12])[N:7]([C:21]2[CH:22]=[CH:23][C:24]([CH2:27][C:28]([OH:30])=[O:29])=[CH:25][CH:26]=2)[N:6]=1)([CH3:4])([CH3:2])[CH3:3]. Given the reactants [C:1]([C:5]1[CH:9]=[C:8]([NH:10][C:11]([NH:13][C:14]2[CH:19]=[CH:18][CH:17]=[CH:16][C:15]=2[F:20])=[O:12])[N:7]([C:21]2[CH:26]=[CH:25][C:24]([CH2:27][C:28]([O-:30])=[O:29])=[CH:23][CH:22]=2)[N:6]=1)([CH3:4])([CH3:3])[CH3:2].[Li+].[OH-], predict the reaction product.